From a dataset of Catalyst prediction with 721,799 reactions and 888 catalyst types from USPTO. Predict which catalyst facilitates the given reaction. (1) Reactant: [CH:1]1[C:10]2[C:5](=[CH:6][CH:7]=[CH:8][CH:9]=2)[CH:4]=[CH:3][N:2]=1.[CH3:11][O:12]/[C:13](=[CH:19]/[C:20](=[CH2:26])[O:21][Si](C)(C)C)/[O:14][Si](C)(C)C.Cl[C:28]([O:30][CH2:31][C:32]1[CH:37]=[CH:36][CH:35]=[CH:34][CH:33]=1)=[O:29].[NH4+].[Cl-]. Product: [CH3:11][O:12][C:13](=[O:14])[CH2:19][C:20](=[O:21])[CH2:26][CH:1]1[C:10]2[C:5](=[CH:6][CH:7]=[CH:8][CH:9]=2)[CH:4]=[CH:3][N:2]1[C:28]([O:30][CH2:31][C:32]1[CH:37]=[CH:36][CH:35]=[CH:34][CH:33]=1)=[O:29]. The catalyst class is: 2. (2) Reactant: [C:1]([O:5][C:6]([NH:8][C@@H:9]([C:19]([OH:21])=O)[CH2:10][C:11]1[CH:16]=[CH:15][C:14]([Cl:17])=[CH:13][C:12]=1[Cl:18])=[O:7])([CH3:4])([CH3:3])[CH3:2].CCN(C(C)C)C(C)C.Cl.[CH3:32][O:33][C:34]1[CH:35]=[C:36]([C:42]2[C@@H:51]3[C@@H:46]([CH2:47][CH2:48][CH2:49][CH2:50]3)[C:45](=[O:52])[N:44]([CH:53]3[CH2:58][CH2:57][NH:56][CH2:55][CH2:54]3)[N:43]=2)[CH:37]=[CH:38][C:39]=1[O:40][CH3:41].CCOC(C(C#N)=NOC(N1CCOCC1)=[N+](C)C)=O.F[P-](F)(F)(F)(F)F.C(=O)(O)[O-].[Na+]. Product: [Cl:18][C:12]1[CH:13]=[C:14]([Cl:17])[CH:15]=[CH:16][C:11]=1[CH2:10][C@@H:9]([NH:8][C:6](=[O:7])[O:5][C:1]([CH3:2])([CH3:3])[CH3:4])[C:19]([N:56]1[CH2:57][CH2:58][CH:53]([N:44]2[N:43]=[C:42]([C:36]3[CH:37]=[CH:38][C:39]([O:40][CH3:41])=[C:34]([O:33][CH3:32])[CH:35]=3)[C@@H:51]3[C@@H:46]([CH2:47][CH2:48][CH2:49][CH2:50]3)[C:45]2=[O:52])[CH2:54][CH2:55]1)=[O:21]. The catalyst class is: 2.